From a dataset of Catalyst prediction with 721,799 reactions and 888 catalyst types from USPTO. Predict which catalyst facilitates the given reaction. (1) Reactant: [OH:1][CH2:2][C:3](=[CH2:6])[C:4]#[N:5].[CH3:7][NH:8][CH3:9]. Product: [OH:1][CH2:2][CH:3]([CH2:6][N:8]([CH3:9])[CH3:7])[C:4]#[N:5]. The catalyst class is: 1. (2) The catalyst class is: 19. Product: [C:35]1([C:8]2[N:4]3[CH:5]=[CH:6][N:7]=[CH:2][C:3]3=[N:10][C:9]=2[C:11]2[CH:12]=[CH:13][C:14]([CH2:17][N:18]3[CH2:23][CH2:22][CH:21]([C:24]4[N:28]=[C:27]([C:29]5[CH:34]=[CH:33][CH:32]=[CH:31][N:30]=5)[NH:26][N:25]=4)[CH2:20][CH2:19]3)=[CH:15][CH:16]=2)[CH:40]=[CH:39][CH:38]=[CH:37][CH:36]=1. Reactant: Cl[C:2]1[C:3]2[N:4]([C:8]([C:35]3[CH:40]=[CH:39][CH:38]=[CH:37][CH:36]=3)=[C:9]([C:11]3[CH:16]=[CH:15][C:14]([CH2:17][N:18]4[CH2:23][CH2:22][CH:21]([C:24]5[N:28]=[C:27]([C:29]6[CH:34]=[CH:33][CH:32]=[CH:31][N:30]=6)[NH:26][N:25]=5)[CH2:20][CH2:19]4)=[CH:13][CH:12]=3)[N:10]=2)[CH:5]=[CH:6][N:7]=1. (3) Reactant: [Cl:1][C:2]1[CH:7]=[CH:6][C:5]([C@H:8]([C:21]([N:23]2[CH2:28][CH2:27][N:26]([C:29]3[C:34]([C:35]4[O:36][C:37]([CH3:40])=[N:38][N:39]=4)=[CH:33][N:32]=[C:31]4[NH:41][CH:42]=[CH:43][C:30]=34)[CH2:25][CH2:24]2)=[O:22])[CH2:9][N:10]([CH:18]([CH3:20])[CH3:19])C(=O)OC(C)(C)C)=[CH:4][CH:3]=1. Product: [Cl:1][C:2]1[CH:3]=[CH:4][C:5]([C@@H:8]([CH2:9][NH:10][CH:18]([CH3:20])[CH3:19])[C:21]([N:23]2[CH2:24][CH2:25][N:26]([C:29]3[C:34]([C:35]4[O:36][C:37]([CH3:40])=[N:38][N:39]=4)=[CH:33][N:32]=[C:31]4[NH:41][CH:42]=[CH:43][C:30]=34)[CH2:27][CH2:28]2)=[O:22])=[CH:6][CH:7]=1. The catalyst class is: 67.